From a dataset of Forward reaction prediction with 1.9M reactions from USPTO patents (1976-2016). Predict the product of the given reaction. (1) Given the reactants [Br:1][C:2]1[CH:7]=[CH:6][C:5]([CH2:8]Br)=[CH:4][CH:3]=1.[CH:10]([NH2:13])([CH3:12])[CH3:11].C(=O)([O-])[O-].[K+].[K+], predict the reaction product. The product is: [Br:1][C:2]1[CH:7]=[CH:6][C:5]([CH2:8][NH:13][CH:10]([CH3:12])[CH3:11])=[CH:4][CH:3]=1. (2) Given the reactants [C:1]([O:4][C:5](=O)[CH3:6])(=[O:3])[CH3:2].[CH3:8][O:9][CH2:10][O:11][C:12]1[CH:21]=[CH:20][C:19]2[O:18][CH:17]([C:22]3[CH:27]=[CH:26][C:25]([O:28][CH2:29][O:30][CH3:31])=[CH:24][CH:23]=3)[CH:16]3[CH2:32]C(O)C[CH:15]3[C:14]=2[CH:13]=1, predict the reaction product. The product is: [CH3:8][O:9][CH2:10][O:11][C:12]1[CH:21]=[CH:20][C:19]2[O:18][CH:17]([C:22]3[CH:27]=[CH:26][C:25]([O:28][CH2:29][O:30][CH3:31])=[CH:24][CH:23]=3)[CH:16]3[CH2:32][CH:5]([O:4][C:1](=[O:3])[CH3:2])[CH2:6][CH:15]3[C:14]=2[CH:13]=1. (3) Given the reactants [Cl:1][C:2]1[CH:10]=[C:9]([Cl:11])[CH:8]=[C:7]([F:12])[C:3]=1[C:4]([NH2:6])=O.CCN(CC)CC.C(OC(C(F)(F)F)=O)(C(F)(F)F)=O.O, predict the reaction product. The product is: [Cl:1][C:2]1[CH:10]=[C:9]([Cl:11])[CH:8]=[C:7]([F:12])[C:3]=1[C:4]#[N:6]. (4) The product is: [CH3:37][O:38][C:39](=[O:49])[C:40]1[CH:45]=[CH:44][CH:43]=[C:42]([C:46]([NH:26][C:19]2[C:20]([C:22]([F:25])([F:23])[F:24])=[N:21][C:16]([O:15][CH2:14][C:13]3[C:9]([C:3]4[C:2]([Cl:1])=[CH:7][CH:6]=[CH:5][C:4]=4[Cl:8])=[N:10][O:11][C:12]=3[CH:27]([CH3:29])[CH3:28])=[CH:17][CH:18]=2)=[O:47])[CH:41]=1. Given the reactants [Cl:1][C:2]1[CH:7]=[CH:6][CH:5]=[C:4]([Cl:8])[C:3]=1[C:9]1[C:13]([CH2:14][O:15][C:16]2[N:21]=[C:20]([C:22]([F:25])([F:24])[F:23])[C:19]([NH2:26])=[CH:18][CH:17]=2)=[C:12]([CH:27]([CH3:29])[CH3:28])[O:11][N:10]=1.C(N(CC)CC)C.[CH3:37][O:38][C:39](=[O:49])[C:40]1[CH:45]=[CH:44][CH:43]=[C:42]([C:46](Cl)=[O:47])[CH:41]=1, predict the reaction product. (5) Given the reactants C([Li])CCC.[S:6]1(=[O:12])(=[O:11])[CH:10]=[CH:9][CH2:8][CH2:7]1.[CH2:13]([Sn:17](Cl)([CH2:22][CH2:23][CH2:24][CH3:25])[CH2:18][CH2:19][CH2:20][CH3:21])[CH2:14][CH2:15][CH3:16], predict the reaction product. The product is: [CH2:22]([Sn:17]([CH2:13][CH2:14][CH2:15][CH3:16])([CH2:18][CH2:19][CH2:20][CH3:21])[C:10]1[S:6](=[O:12])(=[O:11])[CH2:7][CH2:8][CH:9]=1)[CH2:23][CH2:24][CH3:25].